This data is from Reaction yield outcomes from USPTO patents with 853,638 reactions. The task is: Predict the reaction yield, written as a fraction of the theoretical maximum amount of product (1.0 means a 100% yield; for example, 0.34 means a 34% yield). The yield is 0.450. The product is [F:53][C:54]1[CH:55]=[C:56]([CH:68]=[C:69]([F:71])[CH:70]=1)[CH2:57][C:58]1[CH:59]=[C:60]2[C:64](=[CH:65][CH:66]=1)[NH:63][N:62]=[C:61]2[NH:67][C:20](=[O:21])[C:19]1[CH:23]=[CH:24][C:16]([O:15][CH2:14][C@@H:10]2[CH2:11][CH2:12][CH2:13][N:9]2[CH3:8])=[CH:17][C:18]=1[NH:25][CH:32]1[CH2:33][CH2:34][O:35][CH2:36][CH2:37]1. The reactants are FC(F)(F)C(O)=O.[CH3:8][N:9]1[CH2:13][CH2:12][CH2:11][C@H:10]1[CH2:14][O:15][C:16]1[CH:24]=[CH:23][C:19]([C:20](O)=[O:21])=[C:18]([N:25]([CH:32]2[CH2:37][CH2:36][O:35][CH2:34][CH2:33]2)C(=O)C(F)(F)F)[CH:17]=1.C(Cl)(=O)C(Cl)=O.CCN(C(C)C)C(C)C.[F:53][C:54]1[CH:55]=[C:56]([CH:68]=[C:69]([F:71])[CH:70]=1)[CH2:57][C:58]1[CH:59]=[C:60]2[C:64](=[CH:65][CH:66]=1)[NH:63][N:62]=[C:61]2[NH2:67].CCOC(C)=O.CO.N. The catalyst is C(Cl)Cl.CN(C=O)C.C1COCC1.